Dataset: Reaction yield outcomes from USPTO patents with 853,638 reactions. Task: Predict the reaction yield, written as a fraction of the theoretical maximum amount of product (1.0 means a 100% yield; for example, 0.34 means a 34% yield). The reactants are C(N(CC)C(C)C)(C)C.[CH3:10][N:11]1[CH2:16][CH2:15][N:14]([C:17]2[S:18][CH:19]=[C:20]([C:22]3[CH:27]=[CH:26][C:25]([C:28]([NH:30][C:31]4([C:37]([NH:39][C@H:40]([CH2:45][OH:46])[CH2:41][CH2:42][S:43][CH3:44])=[O:38])[CH2:36][CH2:35][CH2:34][CH2:33][CH2:32]4)=[O:29])=[CH:24][CH:23]=3)[N:21]=2)[CH2:13][CH2:12]1. The catalyst is CS(C)=O.C(Cl)Cl. The product is [CH3:10][N:11]1[CH2:16][CH2:15][N:14]([C:17]2[S:18][CH:19]=[C:20]([C:22]3[CH:23]=[CH:24][C:25]([C:28]([NH:30][C:31]4([C:37]([NH:39][C@H:40]([CH:45]=[O:46])[CH2:41][CH2:42][S:43][CH3:44])=[O:38])[CH2:36][CH2:35][CH2:34][CH2:33][CH2:32]4)=[O:29])=[CH:26][CH:27]=3)[N:21]=2)[CH2:13][CH2:12]1. The yield is 0.640.